From a dataset of Full USPTO retrosynthesis dataset with 1.9M reactions from patents (1976-2016). Predict the reactants needed to synthesize the given product. (1) Given the product [Br:1][C:2]1[CH:3]=[C:4]2[N:9]=[C:11]([NH:10][CH2:13][CH3:14])[NH:8][C:5]2=[N:6][CH:7]=1, predict the reactants needed to synthesize it. The reactants are: [Br:1][C:2]1[CH:3]=[C:4]([NH2:9])[C:5]([NH2:8])=[N:6][CH:7]=1.[N:10]([CH2:13][CH3:14])=[C:11]=S.C(N=C=NC(C)C)(C)C.C(OCC)(=O)C. (2) Given the product [CH3:19][C:18]([CH3:20])([CH3:21])[C:17]([C:16]1[C:10]2[C:11](=[N:12][CH:13]=[C:8]([C:4]3[CH:5]=[CH:6][CH:7]=[C:2]([N:41]4[CH2:40][CH2:39][N:38]5[C:34]([C:33]([F:44])([F:32])[F:43])=[N:35][N:36]=[C:37]5[CH2:42]4)[CH:3]=3)[N:9]=2)[NH:14][CH:15]=1)=[O:22], predict the reactants needed to synthesize it. The reactants are: I[C:2]1[CH:3]=[C:4]([C:8]2[N:9]=[C:10]3[C:16]([C:17](=[O:22])[C:18]([CH3:21])([CH3:20])[CH3:19])=[CH:15][N:14](COCC[Si](C)(C)C)[C:11]3=[N:12][CH:13]=2)[CH:5]=[CH:6][CH:7]=1.Cl.[F:32][C:33]([F:44])([F:43])[C:34]1[N:38]2[CH2:39][CH2:40][NH:41][CH2:42][C:37]2=[N:36][N:35]=1.CC(C)([O-])C.[Na+]. (3) Given the product [CH3:1][O:2][C:3]([C@@H:5]1[CH2:9][C@@H:8]([S:10]([C:13]2[CH:18]=[CH:17][CH:16]=[CH:15][C:14]=2[C:19]([F:22])([F:20])[F:21])(=[O:11])=[O:12])[CH2:7][N:6]1[C:47]1[N:52]=[CH:51][CH:50]=[CH:49][N:48]=1)=[O:4], predict the reactants needed to synthesize it. The reactants are: [CH3:1][O:2][C:3]([C@@H:5]1[CH2:9][C@@H:8]([S:10]([C:13]2[CH:18]=[CH:17][CH:16]=[CH:15][C:14]=2[C:19]([F:22])([F:21])[F:20])(=[O:12])=[O:11])[CH2:7][NH:6]1)=[O:4].C(OC([C@@H]1C[C@H](S(C2C=CC=CC=2C(F)(F)F)(=O)=O)CN1)=O)C.Cl[C:47]1[N:52]=[CH:51][CH:50]=[CH:49][N:48]=1. (4) Given the product [C:1]([O:5][C:6]([N:8]1[CH2:13][CH2:12][CH:11]([O:14][C:24]2[CH:23]=[C:22]3[C:27](=[CH:26][C:25]=2[Cl:28])[C:18]([O:37][CH2:30][C:31]2[CH:36]=[CH:35][CH:34]=[CH:33][CH:32]=2)=[N:19][CH:20]=[CH:21]3)[CH2:10][CH2:9]1)=[O:7])([CH3:4])([CH3:2])[CH3:3], predict the reactants needed to synthesize it. The reactants are: [C:1]([O:5][C:6]([N:8]1[CH2:13][CH2:12][CH:11]([OH:14])[CH2:10][CH2:9]1)=[O:7])([CH3:4])([CH3:3])[CH3:2].[H-].[Na+].Cl[C:18]1[C:27]2[C:22](=[CH:23][C:24](F)=[C:25]([Cl:28])[CH:26]=2)[CH:21]=[CH:20][N:19]=1.[CH2:30]([OH:37])[C:31]1[CH:36]=[CH:35][CH:34]=[CH:33][CH:32]=1. (5) Given the product [Br:1][C:3]1([C:7]2[N:12]=[C:11]([C:13]([F:16])([F:15])[F:14])[N:10]=[C:9]([C:17]([OH:19])=[O:18])[CH:8]=2)[CH2:6][CH2:5][CH2:4]1, predict the reactants needed to synthesize it. The reactants are: [Br:1]Br.[CH:3]1([C:7]2[N:12]=[C:11]([C:13]([F:16])([F:15])[F:14])[N:10]=[C:9]([C:17]([O:19]CC)=[O:18])[CH:8]=2)[CH2:6][CH2:5][CH2:4]1.O.[OH-].[Li+].Cl. (6) Given the product [CH2:1]1[O:8][C:6](=[O:7])[CH2:5][O:4][C:2]1=[O:3].[C:9]([OH:17])(=[O:16])[CH:10]([CH2:12][C:13]([OH:15])=[O:14])[OH:11], predict the reactants needed to synthesize it. The reactants are: [CH2:1]1[O:8][C:6](=[O:7])[CH2:5][O:4][C:2]1=[O:3].[C:9]([OH:17])(=[O:16])[CH:10]([CH2:12][C:13]([OH:15])=[O:14])[OH:11].CCCCC(C([O-])=O)CC.CCCCC(C([O-])=O)CC.[Sn+2]. (7) Given the product [CH2:20]([O:19][C:17](=[O:18])[C:16](=[CH:15][NH:1][C:2]1[CH:3]=[CH:4][CH:5]=[C:6]2[C:11]=1[N:10]=[CH:9][CH:8]=[CH:7]2)[C:22]([O:24][CH2:25][CH3:26])=[O:23])[CH3:21], predict the reactants needed to synthesize it. The reactants are: [NH2:1][C:2]1[CH:3]=[CH:4][CH:5]=[C:6]2[C:11]=1[N:10]=[CH:9][CH:8]=[CH:7]2.C(O[CH:15]=[C:16]([C:22]([O:24][CH2:25][CH3:26])=[O:23])[C:17]([O:19][CH2:20][CH3:21])=[O:18])C. (8) Given the product [NH2:6][CH2:4][C@@H:2]([NH:1][C:7](=[O:8])[O:9][C:10]([CH3:13])([CH3:12])[CH3:11])[CH3:3], predict the reactants needed to synthesize it. The reactants are: [NH:1]([C:7]([O:9][C:10]([CH3:13])([CH3:12])[CH3:11])=[O:8])[C@H:2]([C:4]([NH2:6])=O)[CH3:3]. (9) Given the product [C:1]1([S:11]([N:14]2[C:22]3[C:17](=[CH:18][CH:19]=[C:20]([NH2:23])[CH:21]=3)[CH:16]=[N:15]2)(=[O:13])=[O:12])[C:10]2[C:5](=[CH:6][CH:7]=[CH:8][CH:9]=2)[CH:4]=[CH:3][CH:2]=1, predict the reactants needed to synthesize it. The reactants are: [C:1]1([S:11]([N:14]2[C:22]3[C:17](=[CH:18][CH:19]=[C:20]([N+:23]([O-])=O)[CH:21]=3)[CH:16]=[N:15]2)(=[O:13])=[O:12])[C:10]2[C:5](=[CH:6][CH:7]=[CH:8][CH:9]=2)[CH:4]=[CH:3][CH:2]=1.Cl[Sn]Cl.Cl.[OH-].[Na+].